From a dataset of Reaction yield outcomes from USPTO patents with 853,638 reactions. Predict the reaction yield, written as a fraction of the theoretical maximum amount of product (1.0 means a 100% yield; for example, 0.34 means a 34% yield). (1) The reactants are [CH2:1]([C:3]1[N:7]([C:8]2[N:16]=[C:15]3[C:11]([N:12]=[C:13]([CH:18]=O)[N:14]3[CH3:17])=[C:10]([N:20]3[CH2:25][CH2:24][O:23][CH2:22][CH2:21]3)[N:9]=2)[C:6]2[CH:26]=[CH:27][CH:28]=[CH:29][C:5]=2[N:4]=1)[CH3:2].[F:30][C:31]1([F:41])[CH2:34][N:33]([CH:35]2[CH2:40][CH2:39][NH:38][CH2:37][CH2:36]2)[CH2:32]1.C(O[BH-](OC(=O)C)OC(=O)C)(=O)C.[Na+]. The catalyst is ClCCCl. The product is [F:41][C:31]1([F:30])[CH2:34][N:33]([CH:35]2[CH2:36][CH2:37][N:38]([CH2:18][C:13]3[N:14]([CH3:17])[C:15]4[C:11]([N:12]=3)=[C:10]([N:20]3[CH2:25][CH2:24][O:23][CH2:22][CH2:21]3)[N:9]=[C:8]([N:7]3[C:6]5[CH:26]=[CH:27][CH:28]=[CH:29][C:5]=5[N:4]=[C:3]3[CH2:1][CH3:2])[N:16]=4)[CH2:39][CH2:40]2)[CH2:32]1. The yield is 0.530. (2) The reactants are [CH3:1][C:2]1([CH3:16])[O:6][C@H:5]([CH2:7][N:8]2[CH:12]=[CH:11][C:10]([N+:13]([O-])=O)=[N:9]2)[CH2:4][O:3]1. The catalyst is C(O)C.[Pd]. The product is [CH3:1][C:2]1([CH3:16])[O:6][C@H:5]([CH2:7][N:8]2[CH:12]=[CH:11][C:10]([NH2:13])=[N:9]2)[CH2:4][O:3]1. The yield is 0.980. (3) The reactants are [CH2:1]([O:8][C@@H:9]1[C@@H:14]([O:15][CH2:16][C:17]2[CH:22]=[CH:21][CH:20]=[CH:19][CH:18]=2)[C@H:13]([CH3:23])[O:12][C@@H:11]([O:24][C@@H:25]2[C@H:34]([O:35][CH2:36][C:37]3[CH:42]=[CH:41][CH:40]=[CH:39][CH:38]=3)[C@@H:33]([O:43][CH2:44][C:45]3[CH:50]=[CH:49][CH:48]=[CH:47][CH:46]=3)[C@H:32]([CH3:51])[O:31][C@H:26]2[O:27][CH2:28][CH:29]=[CH2:30])[C@@H:10]1[OH:52])[C:2]1[CH:7]=[CH:6][CH:5]=[CH:4][CH:3]=1.[Cl:53][CH2:54][C:55](O[C:55](=[O:56])[CH2:54][Cl:53])=[O:56].CO. The catalyst is N1C=CC=CC=1. The product is [CH2:1]([O:8][C@@H:9]1[C@@H:14]([O:15][CH2:16][C:17]2[CH:18]=[CH:19][CH:20]=[CH:21][CH:22]=2)[C@H:13]([CH3:23])[O:12][C@@H:11]([O:24][C@@H:25]2[C@H:34]([O:35][CH2:36][C:37]3[CH:38]=[CH:39][CH:40]=[CH:41][CH:42]=3)[C@@H:33]([O:43][CH2:44][C:45]3[CH:46]=[CH:47][CH:48]=[CH:49][CH:50]=3)[C@H:32]([CH3:51])[O:31][C@H:26]2[O:27][CH2:28][CH:29]=[CH2:30])[C@@H:10]1[O:52][C:55](=[O:56])[CH2:54][Cl:53])[C:2]1[CH:3]=[CH:4][CH:5]=[CH:6][CH:7]=1. The yield is 0.570. (4) The reactants are C([Li])CCC.C(NC(C)C)(C)C.[CH3:13][O:14][C:15]1[CH:16]=[C:17]([CH:23](CCC2OCCO2)[C:24]#[N:25])[CH:18]=[CH:19][C:20]=1[O:21][CH3:22].BrCCC1OCCO1.C[O:42][C:43]1[CH:44]=[C:45]([CH2:51]C#N)[CH:46]=[CH:47][C:48]=1[O:49]C.IC(C)C.[NH4+].[Cl-]. The catalyst is C1COCC1.C(OCC)C. The product is [C:24]([C:23]1([C:17]2[CH:18]=[CH:19][C:20]([O:21][CH3:22])=[C:15]([O:14][CH3:13])[CH:16]=2)[O:49][CH:48]([CH2:47][CH2:46][CH:45]([CH3:51])[CH3:44])[CH2:43][O:42]1)#[N:25]. The yield is 0.490. (5) The reactants are [Br:1][C:2]1[CH:7]=[CH:6][C:5]([C:8]([F:11])([F:10])[F:9])=[CH:4][C:3]=1[CH2:12][OH:13].N1C=CN=C1.[Si:19](Cl)([C:22]([CH3:25])([CH3:24])[CH3:23])([CH3:21])[CH3:20]. The catalyst is CN(C=O)C. The product is [Br:1][C:2]1[CH:7]=[CH:6][C:5]([C:8]([F:10])([F:11])[F:9])=[CH:4][C:3]=1[CH2:12][O:13][Si:19]([C:22]([CH3:25])([CH3:24])[CH3:23])([CH3:21])[CH3:20]. The yield is 0.970.